Task: Predict the product of the given reaction.. Dataset: Forward reaction prediction with 1.9M reactions from USPTO patents (1976-2016) Given the reactants [C:1]([O:5][C:6]([NH:8][CH2:9][CH2:10][C:11]1[CH:20]=[CH:19][C:18]([Cl:21])=[CH:17][C:12]=1[CH2:13][N:14]=[N+]=[N-])=[O:7])([CH3:4])([CH3:3])[CH3:2].C1(P(C2C=CC=CC=2)C2C=CC=CC=2)C=CC=CC=1, predict the reaction product. The product is: [C:1]([O:5][C:6]([NH:8][CH2:9][CH2:10][C:11]1[CH:20]=[CH:19][C:18]([Cl:21])=[CH:17][C:12]=1[CH2:13][NH2:14])=[O:7])([CH3:4])([CH3:2])[CH3:3].